This data is from Human liver microsome stability data. The task is: Regression/Classification. Given a drug SMILES string, predict its absorption, distribution, metabolism, or excretion properties. Task type varies by dataset: regression for continuous measurements (e.g., permeability, clearance, half-life) or binary classification for categorical outcomes (e.g., BBB penetration, CYP inhibition). Dataset: hlm. The compound is CC(=O)O[C@H]1C[C@H]2[C@@H]([C@H](OC(C)=O)C[C@@H]3C[C@H](NS(C)(=O)=O)CC[C@@]32C)[C@@H]2CC[C@H]([C@H](C)CCCNCCCNc3ccnc4cc(Cl)ccc34)[C@@]12C. The result is 1 (stable in human liver microsomes).